From a dataset of Forward reaction prediction with 1.9M reactions from USPTO patents (1976-2016). Predict the product of the given reaction. (1) Given the reactants [CH:1]1([C:6]2[C:15]([C:16]([C:18]3[CH:23]=[CH:22][C:21]([C:24]([F:27])([F:26])[F:25])=[CH:20][CH:19]=3)=[O:17])=[C:14]([CH:28]3[CH2:32][CH2:31][CH2:30][CH2:29]3)[C:13]3[C@@H:12]([OH:33])[CH2:11][C:10]([CH3:35])([CH3:34])[CH2:9][C:8]=3[N:7]=2)[CH2:5][CH2:4][CH2:3][CH2:2]1.N1C(C)=CC=CC=1C.FC(F)(F)S(O[Si:50]([C:53]([CH3:56])([CH3:55])[CH3:54])([CH3:52])[CH3:51])(=O)=O.[Cl-].[NH4+], predict the reaction product. The product is: [Si:50]([O:33][C@H:12]1[CH2:11][C:10]([CH3:35])([CH3:34])[CH2:9][C:8]2[N:7]=[C:6]([CH:1]3[CH2:2][CH2:3][CH2:4][CH2:5]3)[C:15]([C:16]([C:18]3[CH:19]=[CH:20][C:21]([C:24]([F:25])([F:26])[F:27])=[CH:22][CH:23]=3)=[O:17])=[C:14]([CH:28]3[CH2:29][CH2:30][CH2:31][CH2:32]3)[C:13]1=2)([C:53]([CH3:56])([CH3:55])[CH3:54])([CH3:52])[CH3:51]. (2) Given the reactants COC[C:4]1[C:16]2[CH:15]([CH2:17][OH:18])[C:14]3[C:9](=[CH:10][CH:11]=[CH:12][CH:13]=3)[C:8]=2[CH:7]=[CH:6][CH:5]=1.N1C=CN=C1.[CH2:24](N(CC)CC)C.[Si:31](Cl)([C:34]([CH3:37])([CH3:36])[CH3:35])([CH3:33])[CH3:32].CN(C)[CH:41]=[O:42], predict the reaction product. The product is: [CH3:24][O:42][CH2:41][C:15]1([CH2:17][O:18][Si:31]([C:34]([CH3:37])([CH3:36])[CH3:35])([CH3:33])[CH3:32])[C:14]2[CH:13]=[CH:12][CH:11]=[CH:10][C:9]=2[C:8]2[C:16]1=[CH:4][CH:5]=[CH:6][CH:7]=2. (3) Given the reactants [CH3:1][CH:2]([CH2:10][CH:11]=[CH2:12])[CH:3]([OH:9])[CH2:4][C:5]([O:7]C)=[O:6], predict the reaction product. The product is: [CH3:1][CH:2]([CH2:10][CH:11]=[CH2:12])[CH:3]([OH:9])[CH2:4][C:5]([OH:7])=[O:6]. (4) Given the reactants [OH:1][C:2]1[CH:9]=[C:8]([OH:10])[CH:7]=[CH:6][C:3]=1[CH:4]=[O:5].C([O-])(O)=O.[Na+].[CH2:16](Cl)[C:17]1[CH:22]=[CH:21][CH:20]=[CH:19][CH:18]=1, predict the reaction product. The product is: [CH2:16]([O:10][C:8]1[CH:7]=[CH:6][C:3]([CH:4]=[O:5])=[C:2]([OH:1])[CH:9]=1)[C:17]1[CH:22]=[CH:21][CH:20]=[CH:19][CH:18]=1. (5) Given the reactants [Br:1][C:2]1[CH:3]=[CH:4][CH:5]=[C:6]2[C:22]=1[C:9]1([CH2:14][CH2:13][N:12]([C:15]([O:17][C:18]([CH3:21])([CH3:20])[CH3:19])=[O:16])[CH2:11][CH2:10]1)[CH2:8][C:7]2=O.[BH3-]C#[N:26].[Na+], predict the reaction product. The product is: [NH2:26][CH:7]1[C:6]2[C:22](=[C:2]([Br:1])[CH:3]=[CH:4][CH:5]=2)[C:9]2([CH2:14][CH2:13][N:12]([C:15]([O:17][C:18]([CH3:21])([CH3:20])[CH3:19])=[O:16])[CH2:11][CH2:10]2)[CH2:8]1. (6) Given the reactants [CH3:1][C:2]1[CH:7]=[CH:6][CH:5]=[C:4]([CH3:8])[C:3]=1[NH:9][C:10]([NH:12]/[N:13]=[CH:14]/[C:15]1[CH:38]=[CH:37][C:18]2[C:19]3[N:23]=[CH:22][N:21]([C:24]4[CH:29]=[CH:28][C:27]([O:30][C:31]([F:34])([F:33])[F:32])=[CH:26][CH:25]=4)[C:20]=3[CH:35]=[CH:36][C:17]=2[CH:16]=1)=[S:11].C([O-])(=O)C.[Na+].Br[CH:45]([CH3:50])[C:46](OC)=[O:47], predict the reaction product. The product is: [CH3:8][C:4]1[CH:5]=[CH:6][CH:7]=[C:2]([CH3:1])[C:3]=1[N:9]1[C:46](=[O:47])[CH:45]([CH3:50])[S:11]/[C:10]/1=[N:12]/[N:13]=[CH:14][C:15]1[CH:38]=[CH:37][C:18]2[C:19]3[N:23]=[CH:22][N:21]([C:24]4[CH:29]=[CH:28][C:27]([O:30][C:31]([F:34])([F:33])[F:32])=[CH:26][CH:25]=4)[C:20]=3[CH:35]=[CH:36][C:17]=2[CH:16]=1. (7) Given the reactants Br[C:2]1[CH:3]=[CH:4][C:5]([N:8]2[CH2:14][CH2:13][CH2:12][N:11]([C:15]3[CH:20]=[CH:19][C:18](Br)=[CH:17][N:16]=3)[CH2:10][CH2:9]2)=[N:6][CH:7]=1.[CH2:22]([O:29][C:30]1[CH:31]=[C:32](B(O)O)[CH:33]=[C:34]([O:38][CH3:39])[C:35]=1[O:36][CH3:37])[C:23]1[CH:28]=[CH:27][CH:26]=[CH:25][CH:24]=1.[OH:43][C:44]1[CH:45]=[C:46]([CH:51]=[C:52]([O:56][CH3:57])[C:53]=1[O:54][CH3:55])C(OC)=O, predict the reaction product. The product is: [CH2:22]([O:29][C:30]1[CH:31]=[C:32]([C:2]2[CH:3]=[CH:4][C:5]([N:8]3[CH2:14][CH2:13][CH2:12][N:11]([C:15]4[CH:20]=[CH:19][C:18]([C:46]5[CH:51]=[C:52]([O:56][CH3:57])[C:53]([O:54][CH3:55])=[C:44]([O:43][CH2:22][C:23]6[CH:28]=[CH:27][CH:26]=[CH:25][CH:24]=6)[CH:45]=5)=[CH:17][N:16]=4)[CH2:10][CH2:9]3)=[N:6][CH:7]=2)[CH:33]=[C:34]([O:38][CH3:39])[C:35]=1[O:36][CH3:37])[C:23]1[CH:28]=[CH:27][CH:26]=[CH:25][CH:24]=1. (8) Given the reactants [CH3:1][C:2]1[N:3]([C:8]2[N:13]=[C:12]([CH3:14])[C:11]([OH:15])=[C:10]([CH3:16])[N:9]=2)[C:4]([CH3:7])=[CH:5][CH:6]=1.[H-].[Na+].[CH2:19](Br)[C:20]1[CH:25]=[CH:24][CH:23]=[CH:22][CH:21]=1.O, predict the reaction product. The product is: [CH3:1][C:2]1[N:3]([C:8]2[N:9]=[C:10]([CH3:16])[C:11]([O:15][CH2:19][C:20]3[CH:25]=[CH:24][CH:23]=[CH:22][CH:21]=3)=[C:12]([CH3:14])[N:13]=2)[C:4]([CH3:7])=[CH:5][CH:6]=1. (9) Given the reactants [NH:1]1[C:9]2[C:4](=[CH:5][CH:6]=[CH:7][CH:8]=2)[CH2:3][C:2]1=[O:10].N1CCCC1.[NH:16]1[C:24]2[C:19](=[CH:20][CH:21]=[C:22]([C:25](=O)[CH3:26])[CH:23]=2)[CH:18]=[N:17]1, predict the reaction product. The product is: [NH:16]1[C:24]2[C:19](=[CH:20][CH:21]=[C:22](/[C:25](=[C:3]3/[C:2](=[O:10])[NH:1][C:9]4[C:4]/3=[CH:5][CH:6]=[CH:7][CH:8]=4)/[CH3:26])[CH:23]=2)[CH:18]=[N:17]1. (10) The product is: [CH3:1][C:2]1[C:11]2[O:10][CH2:9][C:8](=[O:12])[NH:7][C:6]=2[CH:5]=[C:4]([C:13]2[CH:20]=[CH:19][CH:18]=[C:15]([CH:16]([OH:17])[C:25]([F:28])([F:27])[F:26])[CH:14]=2)[CH:3]=1. Given the reactants [CH3:1][C:2]1[C:11]2[O:10][CH2:9][C:8](=[O:12])[NH:7][C:6]=2[CH:5]=[C:4]([C:13]2[CH:14]=[C:15]([CH:18]=[CH:19][CH:20]=2)[CH:16]=[O:17])[CH:3]=1.[Si]([C:25]([F:28])([F:27])[F:26])(C)(C)C, predict the reaction product.